From a dataset of Catalyst prediction with 721,799 reactions and 888 catalyst types from USPTO. Predict which catalyst facilitates the given reaction. (1) Reactant: [C:1]([C:4]1[N:5]=[CH:6][C:7]([NH:28][C@@H:29]2[CH2:33][CH2:32][N:31]([C:34]([O:36][C:37]([CH3:40])([CH3:39])[CH3:38])=[O:35])[CH2:30]2)=[N:8][C:9]=1[NH:10][C:11]1[CH:16]=[CH:15][C:14]([N:17]2[CH2:26][CH2:25][C:20]3([O:24][CH2:23][CH2:22][O:21]3)[CH2:19][CH2:18]2)=[C:13]([CH3:27])[CH:12]=1)(=[O:3])[NH2:2].[Cl:41]N1C(=O)CCC1=O. Product: [C:1]([C:4]1[N:5]=[C:6]([Cl:41])[C:7]([NH:28][C@@H:29]2[CH2:33][CH2:32][N:31]([C:34]([O:36][C:37]([CH3:40])([CH3:39])[CH3:38])=[O:35])[CH2:30]2)=[N:8][C:9]=1[NH:10][C:11]1[CH:16]=[CH:15][C:14]([N:17]2[CH2:26][CH2:25][C:20]3([O:21][CH2:22][CH2:23][O:24]3)[CH2:19][CH2:18]2)=[C:13]([CH3:27])[CH:12]=1)(=[O:3])[NH2:2]. The catalyst class is: 22. (2) Reactant: CC1C=CC(S(O[CH2:12][CH:13]2[CH2:22][CH2:21][C:20]3[C:15](=[CH:16][C:17]([S:23]([CH3:26])(=[O:25])=[O:24])=[CH:18][CH:19]=3)[O:14]2)(=O)=O)=CC=1.[NH:27]1[CH2:31][CH2:30][CH2:29][CH2:28]1. Product: [CH3:26][S:23]([C:17]1[CH:16]=[C:15]2[C:20]([CH2:21][CH2:22][CH:13]([CH2:12][N:27]3[CH2:31][CH2:30][CH2:29][CH2:28]3)[O:14]2)=[CH:19][CH:18]=1)(=[O:24])=[O:25]. The catalyst class is: 10. (3) Reactant: [Cl:1][C:2]1[CH:3]=[N:4][C:5]2[C:10]([C:11]=1[CH2:12][CH2:13][CH2:14][C:15]1([C:28]([O:30][CH2:31][CH3:32])=[O:29])[CH2:20][CH2:19][N:18](C(OC(C)(C)C)=O)[CH2:17][CH2:16]1)=[CH:9][C:8]([O:33][CH3:34])=[CH:7][CH:6]=2.C(OCC)C. Product: [Cl:1][C:2]1[CH:3]=[N:4][C:5]2[C:10]([C:11]=1[CH2:12][CH2:13][CH2:14][C:15]1([C:28]([O:30][CH2:31][CH3:32])=[O:29])[CH2:20][CH2:19][NH:18][CH2:17][CH2:16]1)=[CH:9][C:8]([O:33][CH3:34])=[CH:7][CH:6]=2. The catalyst class is: 12. (4) Reactant: [OH:1][C@@H:2]([C:4]1[N:15]([C@H:16]2[CH2:21][CH2:20][C@H:19]([CH2:22][NH:23][C:24](=[O:26])[O-:25])[CH2:18][CH2:17]2)[C:7]2=[C:8]3[S:14][CH:13]=[CH:12][C:9]3=[N:10][CH:11]=[C:6]2[N:5]=1)[CH3:3].[F:27][C:28]([F:33])([F:32])[C:29]([OH:31])=[O:30]. Product: [F:27][C:28]([F:33])([F:32])[C:29]([OH:31])=[O:30].[F:27][C:28]([F:33])([F:32])[C:29]([OH:31])=[O:30].[NH2:23][CH2:22][C@H:19]1[CH2:20][CH2:21][C@H:16]([N:15]2[C:7]3=[C:8]4[S:14][CH:13]=[CH:12][C:9]4=[N:10][CH:11]=[C:6]3[N:5]=[C:4]2[C@H:2]([OH:1])[CH3:3])[CH2:17][CH2:18]1.[C:24]([OH:25])([C:28]([F:33])([F:32])[F:27])=[O:26]. The catalyst class is: 4. (5) Reactant: [NH2:1][C:2]1[CH:7]=[CH:6][C:5](/[C:8](=[CH:11]/[N:12]([CH3:14])[CH3:13])/[C:9]#[N:10])=[CH:4][CH:3]=1.[CH3:15][C:16]1[C:21]([CH3:22])=[CH:20][CH:19]=[CH:18][C:17]=1[S:23](Cl)(=[O:25])=[O:24].O. Product: [C:9](/[C:8](/[C:5]1[CH:4]=[CH:3][C:2]([NH:1][S:23]([C:17]2[CH:18]=[CH:19][CH:20]=[C:21]([CH3:22])[C:16]=2[CH3:15])(=[O:25])=[O:24])=[CH:7][CH:6]=1)=[CH:11]\[N:12]([CH3:13])[CH3:14])#[N:10]. The catalyst class is: 17.